This data is from Forward reaction prediction with 1.9M reactions from USPTO patents (1976-2016). The task is: Predict the product of the given reaction. Given the reactants [NH2:1][C:2]1[CH:7]=[CH:6][CH:5]=[CH:4][C:3]=1[CH:8]1[N:13]2[N:14]=[C:15]([C:19]3[CH:24]=[CH:23][C:22]([O:25][CH:26]4[CH2:31][CH2:30][O:29][CH2:28][CH2:27]4)=[CH:21][CH:20]=3)[C:16]([C:17]#[N:18])=[C:12]2[NH:11][CH2:10][CH2:9]1.ClCCC(NC1C=C(C2N3N=C(C4C=CC(OC5C=CC=CC=5)=CC=4)C(C(N)=O)=C3NCC2)C=CC=1)=[O:36], predict the reaction product. The product is: [NH2:1][C:2]1[CH:7]=[CH:6][CH:5]=[CH:4][C:3]=1[CH:8]1[N:13]2[N:14]=[C:15]([C:19]3[CH:24]=[CH:23][C:22]([O:25][CH:26]4[CH2:31][CH2:30][O:29][CH2:28][CH2:27]4)=[CH:21][CH:20]=3)[C:16]([C:17]([NH2:18])=[O:36])=[C:12]2[NH:11][CH2:10][CH2:9]1.